Task: Regression. Given two drug SMILES strings and cell line genomic features, predict the synergy score measuring deviation from expected non-interaction effect.. Dataset: NCI-60 drug combinations with 297,098 pairs across 59 cell lines (1) Drug 1: CC(CN1CC(=O)NC(=O)C1)N2CC(=O)NC(=O)C2. Drug 2: CCC1=C2CN3C(=CC4=C(C3=O)COC(=O)C4(CC)O)C2=NC5=C1C=C(C=C5)O. Cell line: SF-539. Synergy scores: CSS=27.7, Synergy_ZIP=-2.09, Synergy_Bliss=2.30, Synergy_Loewe=0.449, Synergy_HSA=4.49. (2) Drug 1: CCCCCOC(=O)NC1=NC(=O)N(C=C1F)C2C(C(C(O2)C)O)O. Drug 2: CC(C)NC(=O)C1=CC=C(C=C1)CNNC.Cl. Cell line: K-562. Synergy scores: CSS=4.37, Synergy_ZIP=-1.44, Synergy_Bliss=-2.20, Synergy_Loewe=0.402, Synergy_HSA=-0.753. (3) Drug 1: CS(=O)(=O)C1=CC(=C(C=C1)C(=O)NC2=CC(=C(C=C2)Cl)C3=CC=CC=N3)Cl. Drug 2: C1=CC(=CC=C1CC(C(=O)O)N)N(CCCl)CCCl.Cl. Cell line: NCIH23. Synergy scores: CSS=23.5, Synergy_ZIP=-5.30, Synergy_Bliss=5.38, Synergy_Loewe=1.51, Synergy_HSA=4.13.